This data is from Forward reaction prediction with 1.9M reactions from USPTO patents (1976-2016). The task is: Predict the product of the given reaction. (1) Given the reactants [Si]([O:8][C:9]1[CH:14]=[CH:13][C:12]([C:15](=[O:18])[CH2:16][CH3:17])=[CH:11][C:10]=1[CH2:19][CH3:20])(C(C)(C)C)(C)C, predict the reaction product. The product is: [CH2:19]([C:10]1[CH:11]=[C:12]([C:15](=[O:18])[CH2:16][CH3:17])[CH:13]=[CH:14][C:9]=1[OH:8])[CH3:20]. (2) Given the reactants [CH2:1]([P:10](=[O:17])([O:14][CH2:15][CH3:16])[O:11][CH2:12][CH3:13])P(=O)(OCC)OCC.[H-].[Na+].[CH:20]([C:22]1[C:23]([NH:33][C:34](=[O:56])[C:35]2[CH:40]=[CH:39][C:38]([O:41][CH2:42][C:43]3[N:44]=[C:45]([C:49]4[O:50][CH:51]=[CH:52][CH:53]=4)[O:46][C:47]=3[CH3:48])=[C:37]([O:54][CH3:55])[CH:36]=2)=[N:24][N:25]([C:27]2[CH:32]=[CH:31][CH:30]=[CH:29][CH:28]=2)[CH:26]=1)=O.O, predict the reaction product. The product is: [O:50]1[CH:51]=[CH:52][CH:53]=[C:49]1[C:45]1[O:46][C:47]([CH3:48])=[C:43]([CH2:42][O:41][C:38]2[CH:39]=[CH:40][C:35]([C:34]([NH:33][C:23]3[C:22](/[CH:20]=[CH:1]/[P:10](=[O:17])([O:11][CH2:12][CH3:13])[O:14][CH2:15][CH3:16])=[CH:26][N:25]([C:27]4[CH:28]=[CH:29][CH:30]=[CH:31][CH:32]=4)[N:24]=3)=[O:56])=[CH:36][C:37]=2[O:54][CH3:55])[N:44]=1. (3) Given the reactants [CH3:1][O:2][C:3]1[C:4]([CH:11]=[O:12])=[N:5][CH:6]=[C:7]([O:9][CH3:10])[N:8]=1.[BH4-].[Na+], predict the reaction product. The product is: [CH3:1][O:2][C:3]1[C:4]([CH2:11][OH:12])=[N:5][CH:6]=[C:7]([O:9][CH3:10])[N:8]=1.